Dataset: Full USPTO retrosynthesis dataset with 1.9M reactions from patents (1976-2016). Task: Predict the reactants needed to synthesize the given product. (1) Given the product [F:16][C:17]1[C:18]([OH:26])=[C:19]([C:20]2[N:6]([CH2:7][CH2:8][C:9]3[CH:14]=[CH:13][CH:12]=[CH:11][CH:10]=3)[C:4](=[O:5])[CH:3]=[C:2]([CH3:15])[N:22]=2)[CH:23]=[CH:24][CH:25]=1, predict the reactants needed to synthesize it. The reactants are: O=[C:2]([CH3:15])[CH2:3][C:4]([NH:6][CH2:7][CH2:8][C:9]1[CH:14]=[CH:13][CH:12]=[CH:11][CH:10]=1)=[O:5].[F:16][C:17]1[C:18]([OH:26])=[C:19]([CH:23]=[CH:24][CH:25]=1)[C:20]([NH2:22])=O.Cl. (2) The reactants are: [NH2:1][C:2]1[CH:7]=[CH:6][C:5]([OH:8])=[CH:4][C:3]=1[N+:9]([O-:11])=[O:10].[C:12](O)(=[O:22])[C:13]1[C:14](=[CH:18][CH:19]=[CH:20][CH:21]=1)[C:15](O)=[O:16]. Given the product [OH:8][C:5]1[CH:6]=[CH:7][C:2]([N:1]2[C:15](=[O:16])[C:14]3=[CH:18][CH:19]=[CH:20][CH:21]=[C:13]3[C:12]2=[O:22])=[C:3]([N+:9]([O-:11])=[O:10])[CH:4]=1, predict the reactants needed to synthesize it. (3) Given the product [Cl:1][C:2]1[CH:16]=[C:15]([C:28]2[CH:27]=[CH:31][NH:30][N:29]=2)[CH:14]=[C:13]([Cl:18])[C:3]=1[C:4]([NH:6][C:7]1[CH:12]=[CH:11][N:10]=[CH:9][CH:8]=1)=[O:5], predict the reactants needed to synthesize it. The reactants are: [Cl:1][C:2]1[CH:16]=[C:15](I)[CH:14]=[C:13]([Cl:18])[C:3]=1[C:4]([NH:6][C:7]1[CH:12]=[CH:11][N:10]=[CH:9][CH:8]=1)=[O:5].CC1(C)C(C)(C)OB([C:27]2[CH:28]=[N:29][NH:30][CH:31]=2)O1.C([O-])([O-])=O.[Cs+].[Cs+].